The task is: Regression. Given two drug SMILES strings and cell line genomic features, predict the synergy score measuring deviation from expected non-interaction effect.. This data is from NCI-60 drug combinations with 297,098 pairs across 59 cell lines. (1) Drug 1: C1C(C(OC1N2C=NC3=C(N=C(N=C32)Cl)N)CO)O. Drug 2: CC1C(C(CC(O1)OC2CC(CC3=C2C(=C4C(=C3O)C(=O)C5=C(C4=O)C(=CC=C5)OC)O)(C(=O)CO)O)N)O.Cl. Cell line: RPMI-8226. Synergy scores: CSS=37.6, Synergy_ZIP=-7.94, Synergy_Bliss=-11.2, Synergy_Loewe=-15.4, Synergy_HSA=-7.64. (2) Drug 1: CN1CCC(CC1)COC2=C(C=C3C(=C2)N=CN=C3NC4=C(C=C(C=C4)Br)F)OC. Drug 2: CC1=C(C(=CC=C1)Cl)NC(=O)C2=CN=C(S2)NC3=CC(=NC(=N3)C)N4CCN(CC4)CCO. Cell line: IGROV1. Synergy scores: CSS=75.5, Synergy_ZIP=18.4, Synergy_Bliss=18.3, Synergy_Loewe=18.0, Synergy_HSA=20.8. (3) Drug 1: C1C(C(OC1N2C=C(C(=O)NC2=O)F)CO)O. Drug 2: CS(=O)(=O)OCCCCOS(=O)(=O)C. Cell line: A498. Synergy scores: CSS=8.67, Synergy_ZIP=-2.27, Synergy_Bliss=-0.285, Synergy_Loewe=-71.8, Synergy_HSA=1.42. (4) Drug 1: C1CCC(CC1)NC(=O)N(CCCl)N=O. Drug 2: C1=CC(=CC=C1CCCC(=O)O)N(CCCl)CCCl. Cell line: SNB-75. Synergy scores: CSS=32.0, Synergy_ZIP=-9.06, Synergy_Bliss=2.42, Synergy_Loewe=2.59, Synergy_HSA=4.75.